This data is from Full USPTO retrosynthesis dataset with 1.9M reactions from patents (1976-2016). The task is: Predict the reactants needed to synthesize the given product. Given the product [NH2:11][CH:3]1[C:5]2[C:10](=[CH:9][CH:8]=[CH:7][CH:6]=2)[CH2:1][CH2:2]1, predict the reactants needed to synthesize it. The reactants are: [CH2:1]1[C:10]2[C:5](=[CH:6][CH:7]=[CH:8][CH:9]=2)[C:3](=O)[CH2:2]1.[NH3:11].[H][H].